From a dataset of Reaction yield outcomes from USPTO patents with 853,638 reactions. Predict the reaction yield, written as a fraction of the theoretical maximum amount of product (1.0 means a 100% yield; for example, 0.34 means a 34% yield). The reactants are [CH3:1][N:2]1[CH:17]([CH3:18])[C:5]2[CH2:6][N:7](C(OC(C)(C)C)=O)[CH2:8][CH2:9][C:4]=2[NH:3]1.[ClH:19]. The catalyst is CO.CCOC(C)=O. The product is [ClH:19].[CH3:1][N:2]1[C:17]([CH3:18])=[C:5]2[CH2:6][NH:7][CH2:8][CH2:9][C:4]2=[N:3]1. The yield is 0.919.